This data is from Catalyst prediction with 721,799 reactions and 888 catalyst types from USPTO. The task is: Predict which catalyst facilitates the given reaction. (1) Reactant: [F:1][C:2]([F:21])([F:20])[O:3][C:4]1[CH:9]=[CH:8][C:7]([N:10]2[CH:14]=[C:13]([C:15](OCC)=[O:16])[CH:12]=[N:11]2)=[CH:6][CH:5]=1.[H-].[H-].[H-].[H-].[Li+].[Al+3]. Product: [F:21][C:2]([F:1])([F:20])[O:3][C:4]1[CH:9]=[CH:8][C:7]([N:10]2[CH:14]=[C:13]([CH2:15][OH:16])[CH:12]=[N:11]2)=[CH:6][CH:5]=1. The catalyst class is: 28. (2) Reactant: FC(F)(F)C(O)=O.[NH2:8][C:9]1[N:14]=[CH:13][C:12]([C:15]2[CH:20]=[CH:19][C:18]([C:21]3[CH:26]=[CH:25][CH:24]=[CH:23][C:22]=3[S:27]([NH:30][C@H:31]([C:33]([O:35]C(C)(C)C)=[O:34])[CH3:32])(=[O:29])=[O:28])=[CH:17][C:16]=2[F:40])=[CH:11][N:10]=1. Product: [NH2:8][C:9]1[N:10]=[CH:11][C:12]([C:15]2[CH:20]=[CH:19][C:18]([C:21]3[CH:26]=[CH:25][CH:24]=[CH:23][C:22]=3[S:27]([NH:30][C@H:31]([C:33]([OH:35])=[O:34])[CH3:32])(=[O:29])=[O:28])=[CH:17][C:16]=2[F:40])=[CH:13][N:14]=1. The catalyst class is: 2. (3) Reactant: [OH:1][C@H:2]([CH3:6])[C:3](O)=[O:4].[C:7]([O:11][C:12](=[O:19])[NH:13][C@@H:14]1[CH2:18][CH2:17][NH:16][CH2:15]1)([CH3:10])([CH3:9])[CH3:8].CN(C(ON1N=NC2C=CC=CC1=2)=[N+](C)C)C.F[P-](F)(F)(F)(F)F.CCN(C(C)C)C(C)C. Product: [C:7]([O:11][C:12](=[O:19])[NH:13][C@@H:14]1[CH2:18][CH2:17][N:16]([C:3](=[O:4])[C@H:2]([OH:1])[CH3:6])[CH2:15]1)([CH3:10])([CH3:8])[CH3:9]. The catalyst class is: 3. (4) Reactant: Br[C:2]1[CH:3]=[C:4]([CH:26]=[C:27]([C:29]2[CH:30]=[N:31][CH:32]=[CH:33][CH:34]=2)[CH:28]=1)[C:5]([N:7]1[CH2:12][CH2:11][CH:10]([N:13]2[CH2:25][CH2:24][CH2:23][C:15]3([C:19](=[O:20])[O:18][C:17]([CH3:22])([CH3:21])[CH2:16]3)[CH2:14]2)[CH2:9][CH2:8]1)=[O:6].[C:35]1(B(O)O)[CH:40]=[CH:39][CH:38]=[CH:37][CH:36]=1.C(=O)([O-])[O-].[Na+].[Na+].C(OCC)(=O)C. Product: [CH3:21][C:17]1([CH3:22])[CH2:16][C:15]2([CH2:23][CH2:24][CH2:25][N:13]([CH:10]3[CH2:11][CH2:12][N:7]([C:5]([C:4]4[CH:3]=[C:2]([C:35]5[CH:40]=[CH:39][CH:38]=[CH:37][CH:36]=5)[CH:28]=[C:27]([C:29]5[CH:30]=[N:31][CH:32]=[CH:33][CH:34]=5)[CH:26]=4)=[O:6])[CH2:8][CH2:9]3)[CH2:14]2)[C:19](=[O:20])[O:18]1. The catalyst class is: 108. (5) Reactant: [C:1]([C:3]1[CH:7]=[CH:6][NH:5][CH:4]=1)#[N:2].[O:8]1CCC[CH2:9]1.C=O.[OH-].C([N+](CCCC)(CCCC)CCCC)CCC. Product: [OH:8][CH2:9][N:5]1[CH:6]=[CH:7][C:3]([C:1]#[N:2])=[CH:4]1. The catalyst class is: 6. (6) Reactant: Br[C:2]1[CH:7]=[CH:6][C:5]([Br:8])=[CH:4][N:3]=1.[C:9]1([C:15]2[N:16]=[CH:17][NH:18][CH:19]=2)[CH:14]=[CH:13][CH:12]=[CH:11][CH:10]=1.C(=O)([O-])[O-].[K+].[K+].O. Product: [Br:8][C:5]1[CH:6]=[CH:7][C:2]([N:18]2[CH:19]=[C:15]([C:9]3[CH:14]=[CH:13][CH:12]=[CH:11][CH:10]=3)[N:16]=[CH:17]2)=[N:3][CH:4]=1. The catalyst class is: 60. (7) Reactant: [NH2:1][C:2]1[N:3]=[CH:4][C:5]([C:8]2[C:13]([F:14])=[CH:12][C:11]([C:15]3[CH:20]=[CH:19][CH:18]=[CH:17][C:16]=3[CH2:21]O)=[CH:10][CH:9]=2)=[N:6][CH:7]=1.O=S(Cl)[Cl:25]. The catalyst class is: 2. Product: [Cl:25][CH2:21][C:16]1[C:15]([C:11]2[CH:10]=[CH:9][C:8]([C:5]3[N:6]=[CH:7][C:2]([NH2:1])=[N:3][CH:4]=3)=[C:13]([F:14])[CH:12]=2)=[CH:20][CH:19]=[CH:18][CH:17]=1. (8) Reactant: [C:1]1([C:7]2[CH:8]=[C:9]3[C:13](=[CH:14][CH:15]=2)[NH:12][C:11](=[O:16])[C:10]3=[CH:17]OC(C)(C)C)[CH:6]=[CH:5][CH:4]=[CH:3][CH:2]=1.[S:23]([NH2:33])(=[O:32])([C:25]1[CH:30]=[CH:29][C:28]([NH2:31])=[CH:27][CH:26]=1)=[O:24]. Product: [O:16]=[C:11]1[C:10](=[CH:17][NH:31][C:28]2[CH:29]=[CH:30][C:25]([S:23]([NH2:33])(=[O:24])=[O:32])=[CH:26][CH:27]=2)[C:9]2[C:13](=[CH:14][CH:15]=[C:7]([C:1]3[CH:2]=[CH:3][CH:4]=[CH:5][CH:6]=3)[CH:8]=2)[NH:12]1. The catalyst class is: 502. (9) Reactant: [CH:1]([C:3]1[C:12]2[N:11]([CH3:13])[C:10](=[O:14])[CH:9]=[CH:8][C:7]=2[N:6]=[CH:5][C:4]=1[C:15]([NH2:17])=O)=[CH2:2].C(N(CC)CC)C.FC(F)(F)S(OS(C(F)(F)F)(=O)=O)(=O)=O.O. Product: [CH:1]([C:3]1[C:12]2[N:11]([CH3:13])[C:10](=[O:14])[CH:9]=[CH:8][C:7]=2[N:6]=[CH:5][C:4]=1[C:15]#[N:17])=[CH2:2]. The catalyst class is: 2. (10) Reactant: [Cl:1][C:2]1[CH:3]=[C:4]([CH:9]2[CH2:18][CH:17]=[C:16]([CH:19]([CH3:21])[CH3:20])[C:15]3[CH:14]=[C:13]([NH:22][C:23](=[O:25])[CH3:24])[CH:12]=[CH:11][C:10]2=3)[CH:5]=[CH:6][C:7]=1[Cl:8]. Product: [Cl:1][C:2]1[CH:3]=[C:4]([CH:9]2[CH2:18][CH2:17][CH:16]([CH:19]([CH3:21])[CH3:20])[C:15]3[CH:14]=[C:13]([NH:22][C:23](=[O:25])[CH3:24])[CH:12]=[CH:11][C:10]2=3)[CH:5]=[CH:6][C:7]=1[Cl:8]. The catalyst class is: 5.